The task is: Predict the reactants needed to synthesize the given product.. This data is from Full USPTO retrosynthesis dataset with 1.9M reactions from patents (1976-2016). The reactants are: [N:1]1([CH2:7][C:8]([NH:10][C:11]2[CH:12]=[C:13]([CH:17]=[CH:18][C:19]=2[O:20][C:21]([F:24])([F:23])[F:22])[C:14]([OH:16])=O)=[O:9])[CH2:6][CH2:5][O:4][CH2:3][CH2:2]1.[C:25]1([C:31]2[N:36]=[CH:35][C:34]([NH2:37])=[CH:33][CH:32]=2)[CH:30]=[CH:29][CH:28]=[CH:27][CH:26]=1.F[P-](F)(F)(F)(F)F.N1(O[P+](N2CCCC2)(N2CCCC2)N2CCCC2)C2C=CC=CC=2N=N1.C(N(C(C)C)CC)(C)C. Given the product [N:1]1([CH2:7][C:8]([NH:10][C:11]2[CH:12]=[C:13]([CH:17]=[CH:18][C:19]=2[O:20][C:21]([F:24])([F:23])[F:22])[C:14]([NH:37][C:34]2[CH:35]=[N:36][C:31]([C:25]3[CH:30]=[CH:29][CH:28]=[CH:27][CH:26]=3)=[CH:32][CH:33]=2)=[O:16])=[O:9])[CH2:6][CH2:5][O:4][CH2:3][CH2:2]1, predict the reactants needed to synthesize it.